Dataset: Forward reaction prediction with 1.9M reactions from USPTO patents (1976-2016). Task: Predict the product of the given reaction. (1) The product is: [OH:1][C:2]1[C:3]([CH3:34])([CH3:33])[C:4]2[C:9]([C:10](=[O:23])[C:11]=1[C:12]([NH:14][CH2:15][C:16]([OH:18])=[O:17])=[O:13])=[CH:8][CH:7]=[C:6]([NH:24][CH2:25][CH2:26][N:27]1[CH2:32][CH2:31][O:30][CH2:29][CH2:28]1)[CH:5]=2. Given the reactants [OH:1][C:2]1[C:3]([CH3:34])([CH3:33])[C:4]2[C:9]([C:10](=[O:23])[C:11]=1[C:12]([NH:14][CH2:15][C:16]([O:18]C(C)(C)C)=[O:17])=[O:13])=[CH:8][CH:7]=[C:6]([NH:24][CH2:25][CH2:26][N:27]1[CH2:32][CH2:31][O:30][CH2:29][CH2:28]1)[CH:5]=2, predict the reaction product. (2) Given the reactants Cl.[NH2:2][CH:3]1[CH2:8][CH2:7][CH:6]([N:9]2[C:21]3[C:20]4[N:19]=[C:18]([S:22][CH3:23])[N:17]=[CH:16][C:15]=4[CH:14]=[CH:13][C:12]=3[C:11]([C:24]([NH2:26])=[O:25])=[N:10]2)[CH2:5][CH2:4]1.[CH2:27]([N:29]=[C:30]=[O:31])[CH3:28].CCN(C(C)C)C(C)C.C([O-])(O)=O.[Na+], predict the reaction product. The product is: [CH2:27]([NH:29][C:30]([NH:2][CH:3]1[CH2:8][CH2:7][CH:6]([N:9]2[C:21]3[C:20]4[N:19]=[C:18]([S:22][CH3:23])[N:17]=[CH:16][C:15]=4[CH:14]=[CH:13][C:12]=3[C:11]([C:24]([NH2:26])=[O:25])=[N:10]2)[CH2:5][CH2:4]1)=[O:31])[CH3:28]. (3) Given the reactants [CH3:1][O:2][C:3]1[CH:4]=[C:5]([NH:9][C:10]2[CH2:15][CH2:14][CH2:13][C:12](=[O:16])[CH:11]=2)[CH:6]=[CH:7][CH:8]=1.O, predict the reaction product. The product is: [CH3:1][O:2][C:3]1[CH:4]=[C:5]2[C:6]([C:11]3[C:12](=[O:16])[CH2:13][CH2:14][CH2:15][C:10]=3[NH:9]2)=[CH:7][CH:8]=1. (4) Given the reactants C([Si](C1C=CC=CC=1)(C1C=CC=CC=1)[O:6][CH2:7][CH2:8][C:9]1[N:10]([CH2:23][CH2:24][CH3:25])[C:11](=[O:22])[N:12]([CH2:14][C:15]2[CH:20]=[CH:19][C:18]([CH3:21])=[CH:17][CH:16]=2)[CH:13]=1)(C)(C)C.[F-].C([N+](CCCC)(CCCC)CCCC)CCC.CCOC(C)=O.O, predict the reaction product. The product is: [OH:6][CH2:7][CH2:8][C:9]1[N:10]([CH2:23][CH2:24][CH3:25])[C:11](=[O:22])[N:12]([CH2:14][C:15]2[CH:20]=[CH:19][C:18]([CH3:21])=[CH:17][CH:16]=2)[CH:13]=1. (5) Given the reactants C(O)(C(F)(F)F)=O.[CH2:8]([O:52][CH:53]1[C@H:57]2[C@H:58](OC3CCCCO3)[N:59](C(OC(C)(C)C)=O)[C:60]3[CH:67]=[CH:66][C:65]([O:68][CH3:69])=[CH:64][C:61]=3[C:62](=[O:63])[N:56]2[CH2:55][CH2:54]1)[CH2:9][CH2:10][CH2:11][CH2:12][CH2:13][CH2:14][CH2:15][CH2:16][CH2:17][CH2:18][CH2:19][O:20][CH:21]1[C@H:25]2[C@H:26](OC3CCCCO3)[N:27](C(OC(C)(C)C)=O)[C:28]3[CH:35]=[CH:34][C:33]([O:36][CH3:37])=[CH:32][C:29]=3[C:30](=[O:31])[N:24]2[CH2:23][CH2:22]1.C([O-])(O)=O.[Na+], predict the reaction product. The product is: [CH2:19]([O:20][CH:21]1[C@@H:25]2[CH:26]=[N:27][C:28]3[CH:35]=[CH:34][C:33]([O:36][CH3:37])=[CH:32][C:29]=3[C:30](=[O:31])[N:24]2[CH2:23][CH2:22]1)[CH2:18][CH2:17][CH2:16][CH2:15][CH2:14][CH2:13][CH2:12][CH2:11][CH2:10][CH2:9][CH2:8][O:52][CH:53]1[C@@H:57]2[CH:58]=[N:59][C:60]3[CH:67]=[CH:66][C:65]([O:68][CH3:69])=[CH:64][C:61]=3[C:62](=[O:63])[N:56]2[CH2:55][CH2:54]1. (6) Given the reactants [CH2:1]([C:3]1[CH:8]=[CH:7][C:6](/[CH:9]=[C:10](\[CH3:13])/[CH2:11][OH:12])=[CH:5][CH:4]=1)[CH3:2].[C:14](OC(=O)C)(=[O:16])[CH3:15].N1C=CC=CC=1, predict the reaction product. The product is: [C:14]([O:12][CH2:11]/[C:10](/[CH3:13])=[CH:9]/[C:6]1[CH:7]=[CH:8][C:3]([CH2:1][CH3:2])=[CH:4][CH:5]=1)(=[O:16])[CH3:15]. (7) Given the reactants C1C=CC(CCC[N:10]2CCN(CCOC(C3C=CC(F)=CC=3)C3C=CC(F)=CC=3)CC2)=CC=1.CC([O:37][C@@H:38]1[C@@:50]2(C)[O:51][C@](C=C)(C)CC(=O)[C@:49]2(O)[C@@:41]2(C)[C@@H](O)C[CH2:44][C:45](C)(C)[C@@H:40]2[C@@H:39]1O)=O, predict the reaction product. The product is: [NH2:10][CH2:44][CH2:45][C:40]1[CH:41]=[CH:49][C:50]([OH:51])=[C:38]([OH:37])[CH:39]=1. (8) Given the reactants Cl.Cl.[C:3]([C:7]1[CH:12]=[CH:11][CH:10]=[CH:9][C:8]=1[N:13]1[CH2:18][CH2:17][NH:16][CH2:15][CH2:14]1)([CH3:6])([CH3:5])[CH3:4].[C:19]1([N:25]=[C:26]=[O:27])[CH:24]=[CH:23][CH:22]=[CH:21][CH:20]=1, predict the reaction product. The product is: [C:3]([C:7]1[CH:12]=[CH:11][CH:10]=[CH:9][C:8]=1[N:13]1[CH2:18][CH2:17][N:16]([C:26]([NH:25][C:19]2[CH:24]=[CH:23][CH:22]=[CH:21][CH:20]=2)=[O:27])[CH2:15][CH2:14]1)([CH3:6])([CH3:4])[CH3:5]. (9) Given the reactants [F:1][C:2]1[CH:3]=[C:4]([NH:8][CH:9]=[C:10]2[C:15](=[O:16])OC(C)(C)OC2=O)[CH:5]=[N:6][CH:7]=1.C1(OC2C=CC=CC=2)C=CC=CC=1, predict the reaction product. The product is: [F:1][C:2]1[CH:3]=[C:4]2[C:5]([C:15](=[O:16])[CH:10]=[CH:9][NH:8]2)=[N:6][CH:7]=1.